Dataset: Forward reaction prediction with 1.9M reactions from USPTO patents (1976-2016). Task: Predict the product of the given reaction. (1) Given the reactants [CH2:1]([O:3][C:4]([S-:6])=[S:5])[CH3:2].[K+].Cl[CH2:9][C:10]([O:12][C:13]([CH3:16])([CH3:15])[CH3:14])=[O:11], predict the reaction product. The product is: [C:4](=[S:6])([O:3][CH2:1][CH3:2])[S:5][CH2:9][C:10]([O:12][C:13]([CH3:16])([CH3:15])[CH3:14])=[O:11]. (2) Given the reactants [N:1]([CH2:4][CH:5]1[NH:10][C:9]2[C:11](Br)=[CH:12][C:13]([Cl:15])=[CH:14][C:8]=2[O:7][CH2:6]1)=[N+:2]=[N-:3].[CH3:17][C:18]1[CH:23]=[CH:22][CH:21]=[CH:20][C:19]=1B(O)O, predict the reaction product. The product is: [N:1]([CH2:4][CH:5]1[NH:10][C:9]2[C:11]([C:19]3[CH:20]=[CH:21][CH:22]=[CH:23][C:18]=3[CH3:17])=[CH:12][C:13]([Cl:15])=[CH:14][C:8]=2[O:7][CH2:6]1)=[N+:2]=[N-:3]. (3) Given the reactants F[C:2]1[CH:7]=[CH:6][C:5]([N+:8]([O-:10])=[O:9])=[CH:4][C:3]=1[C:11]([F:14])([F:13])[F:12].[N:15]1([CH:21]2[CH2:26][CH2:25][NH:24][CH2:23][CH2:22]2)[CH2:20][CH2:19][CH2:18][CH2:17][CH2:16]1.C([O-])([O-])=O.[K+].[K+], predict the reaction product. The product is: [N+:8]([C:5]1[CH:6]=[CH:7][C:2]([N:24]2[CH2:25][CH2:26][CH:21]([N:15]3[CH2:20][CH2:19][CH2:18][CH2:17][CH2:16]3)[CH2:22][CH2:23]2)=[C:3]([C:11]([F:14])([F:13])[F:12])[CH:4]=1)([O-:10])=[O:9]. (4) Given the reactants [NH2:1][CH:2]([CH2:12][C:13]1[CH:18]=[CH:17][CH:16]=[C:15]([O:19][C:20]([F:25])([F:24])[CH:21]([F:23])[F:22])[CH:14]=1)[CH:3]([C:5]1[CH:6]=[N:7][C:8]([F:11])=[CH:9][CH:10]=1)[OH:4].[F:26][C:27]1[C:36]2[C:31](=[CH:32][CH:33]=[CH:34][CH:35]=2)[C:30]([C:37](O)=[O:38])=[CH:29][CH:28]=1.Cl.C(N=C=NCCCN(C)C)C.ON1C2C=CC=CC=2N=N1, predict the reaction product. The product is: [F:11][C:8]1[N:7]=[CH:6][C:5]([CH:3]([OH:4])[CH:2]([NH:1][C:37]([C:30]2[C:31]3[C:36](=[CH:35][CH:34]=[CH:33][CH:32]=3)[C:27]([F:26])=[CH:28][CH:29]=2)=[O:38])[CH2:12][C:13]2[CH:18]=[CH:17][CH:16]=[C:15]([O:19][C:20]([F:24])([F:25])[CH:21]([F:22])[F:23])[CH:14]=2)=[CH:10][CH:9]=1. (5) Given the reactants [Cl:1][C:2]1[N:7]=[C:6]([C:8]2[N:12]3[CH:13]=[CH:14][CH:15]=[CH:16][C:11]3=[N:10][C:9]=2[C:17]2[CH:18]=[CH:19][C:20]([O:34][CH3:35])=[C:21]([CH:33]=2)[C:22]([NH:24][C:25]2[C:30]([F:31])=[CH:29][CH:28]=[CH:27][C:26]=2[F:32])=[O:23])[CH:5]=[CH:4][N:3]=1.[CH2:36](I)C, predict the reaction product. The product is: [Cl:1][C:2]1[N:7]=[C:6]([C:8]2[N:12]3[CH:13]=[CH:14][CH:15]=[CH:16][C:11]3=[N:10][C:9]=2[C:17]2[CH:18]=[CH:19][C:20]([O:34][CH2:35][CH3:36])=[C:21]([CH:33]=2)[C:22]([NH:24][C:25]2[C:30]([F:31])=[CH:29][CH:28]=[CH:27][C:26]=2[F:32])=[O:23])[CH:5]=[CH:4][N:3]=1. (6) Given the reactants [N+](C1C=CC(N2CCNCC2)=CC=1)([O-])=O.[N+:16]([C:19]1[CH:20]=[C:21]([N:25]2[CH2:30][CH2:29][NH:28][CH2:27][CH2:26]2)[CH:22]=[CH:23][CH:24]=1)([O-])=O.CS(C1N=CC2=CC=C([C:43]3C=CC=[CH:45][C:44]=3[O:49]C)N2N=1)=O.CS([C:54]1[N:59]=[CH:58][C:57]2=[CH:60][CH:61]=[C:62]([C:63]3[CH:68]=[CH:67][C:66]([S:69]([CH3:72])(=[O:71])=[O:70])=[CH:65][CH:64]=3)[N:56]2[N:55]=1)=O, predict the reaction product. The product is: [CH3:72][S:69]([C:66]1[CH:67]=[CH:68][C:63]([C:62]2[N:56]3[C:57]([CH:58]=[N:59][C:54]([NH:16][C:19]4[CH:20]=[C:21]([N:25]5[CH2:30][CH2:29][N:28]([CH2:43][C@H:44]([OH:49])[CH3:45])[CH2:27][CH2:26]5)[CH:22]=[CH:23][CH:24]=4)=[N:55]3)=[CH:60][CH:61]=2)=[CH:64][CH:65]=1)(=[O:71])=[O:70]. (7) Given the reactants [Cl:1][C:2]1[CH:3]=[N:4][C:5]([N:11]2[CH2:14][CH:13]([NH:15][C:16]3[CH:21]=[CH:20][C:19]([C:22]([F:25])([F:24])[F:23])=[CH:18][C:17]=3[CH3:26])[CH2:12]2)=[C:6]([CH:10]=1)[C:7](O)=[O:8].Cl.[NH2:28][C:29]1([C:32]2[CH:41]=[CH:40][C:35]([C:36]([O:38][CH3:39])=[O:37])=[CH:34][CH:33]=2)[CH2:31][CH2:30]1, predict the reaction product. The product is: [Cl:1][C:2]1[CH:3]=[N:4][C:5]([N:11]2[CH2:12][CH:13]([NH:15][C:16]3[CH:21]=[CH:20][C:19]([C:22]([F:25])([F:23])[F:24])=[CH:18][C:17]=3[CH3:26])[CH2:14]2)=[C:6]([CH:10]=1)[C:7]([NH:28][C:29]1([C:32]2[CH:41]=[CH:40][C:35]([C:36]([O:38][CH3:39])=[O:37])=[CH:34][CH:33]=2)[CH2:31][CH2:30]1)=[O:8].